From a dataset of Full USPTO retrosynthesis dataset with 1.9M reactions from patents (1976-2016). Predict the reactants needed to synthesize the given product. (1) The reactants are: [Cl:1][C:2]1[C:3]([S:24]([N:27]([CH2:37][C:38]2[CH:43]=[CH:42][C:41]([O:44][CH3:45])=[CH:40][CH:39]=2)[CH2:28][C:29]2[CH:34]=[CH:33][C:32]([O:35][CH3:36])=[CH:31][CH:30]=2)(=[O:26])=[O:25])=[N:4][CH:5]=[C:6]([C:9]([N:11]2[CH2:16][CH2:15][CH:14]([C:17]3[CH:22]=[CH:21][C:20]([F:23])=[CH:19][CH:18]=3)[CH2:13][CH2:12]2)=[O:10])[C:7]=1Cl.[Cl:46][C:47]1[C:52]([NH2:53])=[CH:51][CH:50]=[C:49]([Cl:54])[N:48]=1. Given the product [Cl:1][C:2]1[C:3]([S:24]([N:27]([CH2:37][C:38]2[CH:39]=[CH:40][C:41]([O:44][CH3:45])=[CH:42][CH:43]=2)[CH2:28][C:29]2[CH:30]=[CH:31][C:32]([O:35][CH3:36])=[CH:33][CH:34]=2)(=[O:26])=[O:25])=[N:4][CH:5]=[C:6]([C:9]([N:11]2[CH2:12][CH2:13][CH:14]([C:17]3[CH:18]=[CH:19][C:20]([F:23])=[CH:21][CH:22]=3)[CH2:15][CH2:16]2)=[O:10])[C:7]=1[NH:53][C:52]1[C:47]([Cl:46])=[N:48][C:49]([Cl:54])=[CH:50][CH:51]=1, predict the reactants needed to synthesize it. (2) The reactants are: [Cl-].[Li+].Br[C:4]1[CH:12]=[CH:11][C:7]2=[N:8][O:9][N:10]=[C:6]2[CH:5]=1.[CH2:13]([Sn](CCCC)(CCCC)CCCC)[CH:14]=[CH2:15]. Given the product [CH2:15]([C:4]1[CH:12]=[CH:11][C:7]2=[N:8][O:9][N:10]=[C:6]2[CH:5]=1)[CH:14]=[CH2:13], predict the reactants needed to synthesize it. (3) Given the product [Cl:33][CH2:27][C:10]1[C:11]2[C:12](=[N:13][C:14]([NH:17][CH2:18][C:19]3[CH:24]=[CH:23][C:22]([O:25][CH3:26])=[CH:21][CH:20]=3)=[CH:15][CH:16]=2)[N:8]([CH2:7][C:6]2[CH:29]=[CH:30][C:3]([O:2][CH3:1])=[CH:4][CH:5]=2)[N:9]=1, predict the reactants needed to synthesize it. The reactants are: [CH3:1][O:2][C:3]1[CH:30]=[CH:29][C:6]([CH2:7][N:8]2[C:12]3=[N:13][C:14]([NH:17][CH2:18][C:19]4[CH:24]=[CH:23][C:22]([O:25][CH3:26])=[CH:21][CH:20]=4)=[CH:15][CH:16]=[C:11]3[C:10]([CH2:27]O)=[N:9]2)=[CH:5][CH:4]=1.S(Cl)([Cl:33])=O.C([O-])(O)=O.[Na+]. (4) Given the product [Br:1][C:2]1[CH:11]=[CH:10][C:5]([CH2:6][OH:7])=[CH:4][C:3]=1[CH3:12], predict the reactants needed to synthesize it. The reactants are: [Br:1][C:2]1[CH:11]=[CH:10][C:5]([C:6](OC)=[O:7])=[CH:4][C:3]=1[CH3:12].[H-].[Al+3].[Li+].[H-].[H-].[H-].Cl. (5) Given the product [Cl:1][C:2]1[CH:31]=[C:30]([Cl:32])[CH:29]=[CH:28][C:3]=1[O:4][C:5]1[CH:10]=[CH:9][CH:8]=[CH:7][C:6]=1[NH:11][S:12]([C:15]1[CH:27]=[CH:26][C:18]([C:19]([NH:21][CH2:22][C:23](=[O:25])[NH:38][CH2:37][C:36]([CH3:40])([CH3:39])[CH2:35][N:34]([CH3:41])[CH3:33])=[O:20])=[CH:17][CH:16]=1)(=[O:14])=[O:13], predict the reactants needed to synthesize it. The reactants are: [Cl:1][C:2]1[CH:31]=[C:30]([Cl:32])[CH:29]=[CH:28][C:3]=1[O:4][C:5]1[CH:10]=[CH:9][CH:8]=[CH:7][C:6]=1[NH:11][S:12]([C:15]1[CH:27]=[CH:26][C:18]([C:19]([NH:21][CH2:22][C:23]([OH:25])=O)=[O:20])=[CH:17][CH:16]=1)(=[O:14])=[O:13].[CH3:33][N:34]([CH3:41])[CH2:35][C:36]([CH3:40])([CH3:39])[CH2:37][NH2:38]. (6) Given the product [CH:24]1([N:23]([CH2:22][C:15]2[C:14]([O:13][CH3:12])=[C:19]([O:20][CH3:21])[CH:18]=[CH:17][N:16]=2)[C:9]([C:3]2[C:4]([CH3:8])=[N:5][N:6]([CH3:7])[C:2]=2[F:1])=[O:10])[CH2:25][CH2:26]1, predict the reactants needed to synthesize it. The reactants are: [F:1][C:2]1[N:6]([CH3:7])[N:5]=[C:4]([CH3:8])[C:3]=1[C:9](Cl)=[O:10].[CH3:12][O:13][C:14]1[C:15]([CH2:22][NH:23][CH:24]2[CH2:26][CH2:25]2)=[N:16][CH:17]=[CH:18][C:19]=1[O:20][CH3:21].C(N(CC)CC)C.CCCCC.C(OCC)(=O)C. (7) Given the product [F:28][C:4]1[CH:3]=[C:2]([NH:1][C:36]([C:32]2[C:31](=[O:39])[N:30]([CH3:29])[CH:35]=[CH:34][CH:33]=2)=[O:37])[CH:27]=[CH:26][C:5]=1[O:6][C:7]1[CH:12]=[CH:11][N:10]=[C:9]2[CH:13]=[C:14]([C:16]3[CH:25]=[CH:24][C:19]([C:20](=[O:21])[NH:22][CH3:23])=[CH:18][CH:17]=3)[S:15][C:8]=12, predict the reactants needed to synthesize it. The reactants are: [NH2:1][C:2]1[CH:27]=[CH:26][C:5]([O:6][C:7]2[CH:12]=[CH:11][N:10]=[C:9]3[CH:13]=[C:14]([C:16]4[CH:25]=[CH:24][C:19]([C:20]([NH:22][CH3:23])=[O:21])=[CH:18][CH:17]=4)[S:15][C:8]=23)=[C:4]([F:28])[CH:3]=1.[CH3:29][N:30]1[CH:35]=[CH:34][CH:33]=[C:32]([C:36](O)=[O:37])[C:31]1=[O:39].